From a dataset of Full USPTO retrosynthesis dataset with 1.9M reactions from patents (1976-2016). Predict the reactants needed to synthesize the given product. (1) Given the product [F:1][C:2]1[CH:7]=[CH:6][C:5]([C:8]2[C:12]([C:13]3[CH:14]=[CH:15][C:16]4[N:17]([CH:19]=[C:20]([NH2:22])[N:21]=4)[N:18]=3)=[C:11]([CH:26]3[CH2:31][CH2:30][O:29][CH2:28][CH2:27]3)[N:10]([CH3:32])[N:9]=2)=[CH:4][CH:3]=1, predict the reactants needed to synthesize it. The reactants are: [F:1][C:2]1[CH:7]=[CH:6][C:5]([C:8]2[C:12]([C:13]3[CH:14]=[CH:15][C:16]4[N:17]([CH:19]=[C:20]([NH:22]C(=O)C)[N:21]=4)[N:18]=3)=[C:11]([CH:26]3[CH2:31][CH2:30][O:29][CH2:28][CH2:27]3)[N:10]([CH3:32])[N:9]=2)=[CH:4][CH:3]=1.Cl.O1CCOCC1. (2) Given the product [Cl:1][C:2]1[C:3]([O:23][CH2:24][CH3:25])=[C:4]([N:17]2[CH2:22][CH2:21][O:20][CH2:19][CH2:18]2)[N:5]=[C:6]([C:8]2[CH:13]=[CH:12][C:11]([NH2:14])=[CH:10][CH:9]=2)[N:7]=1, predict the reactants needed to synthesize it. The reactants are: [Cl:1][C:2]1[N:7]=[C:6]([C:8]2[CH:13]=[CH:12][C:11]([N+:14]([O-])=O)=[CH:10][CH:9]=2)[N:5]=[C:4]([N:17]2[CH2:22][CH2:21][O:20][CH2:19][CH2:18]2)[C:3]=1[O:23][CH2:24][CH3:25]. (3) Given the product [CH2:35]([O:34][C:33](=[O:42])[NH:32][C@H:28]1[CH2:29][CH2:30][CH2:31][C@@H:26]([NH:25][C:2]2[N:7]=[C:6]([C:8]3[C:16]4[C:11](=[CH:12][CH:13]=[CH:14][CH:15]=4)[NH:10][N:9]=3)[C:5]([Cl:24])=[CH:4][N:3]=2)[CH2:27]1)[C:36]1[CH:37]=[CH:38][CH:39]=[CH:40][CH:41]=1, predict the reactants needed to synthesize it. The reactants are: Cl[C:2]1[N:7]=[C:6]([C:8]2[C:16]3[C:11](=[CH:12][CH:13]=[CH:14][CH:15]=3)[N:10](C(OC(C)(C)C)=O)[N:9]=2)[C:5]([Cl:24])=[CH:4][N:3]=1.[NH2:25][C@@H:26]1[CH2:31][CH2:30][CH2:29][C@H:28]([NH:32][C:33](=[O:42])[O:34][CH2:35][C:36]2[CH:41]=[CH:40][CH:39]=[CH:38][CH:37]=2)[CH2:27]1.CCN(C(C)C)C(C)C.O. (4) The reactants are: FC(F)(F)C([O-])=O.C([SiH](C(C)C)C(C)C)(C)C.[NH:18](C(OC(C)(C)C)=O)[C@H:19]([C:41]([CH2:43][CH2:44][CH2:45][N:46]=[N+:47]=[N-:48])=[O:42])[CH2:20][S:21]C(C1C=CC=CC=1)(C1C=CC=CC=1)C1C=CC=CC=1. Given the product [NH2:18][C@H:19]([C:41]([CH2:43][CH2:44][CH2:45][N:46]=[N+:47]=[N-:48])=[O:42])[CH2:20][SH:21], predict the reactants needed to synthesize it. (5) Given the product [CH3:1][C:2]1[N:3]([CH2:13][C:14]2[CH:15]=[CH:16][C:17]([C:18]([O:20][CH3:21])=[O:19])=[CH:22][CH:23]=2)[C:4]2[CH2:5][CH2:6][C:7](=[CH2:25])[C:8](=[O:12])[C:9]=2[C:10]=1[CH3:11], predict the reactants needed to synthesize it. The reactants are: [CH3:1][C:2]1[N:3]([CH2:13][C:14]2[CH:23]=[CH:22][C:17]([C:18]([O:20][CH3:21])=[O:19])=[CH:16][CH:15]=2)[C:4]2[CH2:5][CH2:6][CH2:7][C:8](=[O:12])[C:9]=2[C:10]=1[CH3:11].Cl.[CH3:25]NC.C=O.